Dataset: Full USPTO retrosynthesis dataset with 1.9M reactions from patents (1976-2016). Task: Predict the reactants needed to synthesize the given product. (1) Given the product [F:12][C:10]1[CH:9]=[C:8]([F:13])[CH:7]=[C:6]2[C:11]=1[C:2]([NH:33][C:29]1[CH:30]=[N:31][CH:32]=[C:27]([N:24]3[CH2:25][CH2:26][O:21][CH2:22][CH2:23]3)[CH:28]=1)=[C:3]([CH3:20])[C:4]([N:14]1[CH2:19][CH2:18][O:17][CH2:16][CH2:15]1)=[N:5]2, predict the reactants needed to synthesize it. The reactants are: Cl[C:2]1[C:11]2[C:6](=[CH:7][C:8]([F:13])=[CH:9][C:10]=2[F:12])[N:5]=[C:4]([N:14]2[CH2:19][CH2:18][O:17][CH2:16][CH2:15]2)[C:3]=1[CH3:20].[O:21]1[CH2:26][CH2:25][N:24]([C:27]2[CH:28]=[C:29]([NH2:33])[CH:30]=[N:31][CH:32]=2)[CH2:23][CH2:22]1. (2) Given the product [CH3:24][O:23][C:21]([CH:17]1[CH2:18][CH2:19][CH2:20][CH:15]([NH:14][C:12]([C:3]2[CH:4]=[C:5]([CH:10]=[CH:11][C:2]=2[O:1][CH2:26]/[CH:27]=[CH:28]/[C:29]2[CH:34]=[CH:33][C:32]([O:35][CH2:36][CH2:37][CH2:38][CH2:39][O:40][C:41]3[CH:42]=[CH:43][CH:44]=[CH:45][CH:46]=3)=[CH:31][CH:30]=2)[C:6]([O:8][CH3:9])=[O:7])=[O:13])[CH2:16]1)=[O:22], predict the reactants needed to synthesize it. The reactants are: [OH:1][C:2]1[CH:11]=[CH:10][C:5]([C:6]([O:8][CH3:9])=[O:7])=[CH:4][C:3]=1[C:12]([NH:14][CH:15]1[CH2:20][CH2:19][CH2:18][CH:17]([C:21]([O:23][CH3:24])=[O:22])[CH2:16]1)=[O:13].Br[CH2:26]/[CH:27]=[CH:28]/[C:29]1[CH:34]=[CH:33][C:32]([O:35][CH2:36][CH2:37][CH2:38][CH2:39][O:40][C:41]2[CH:46]=[CH:45][CH:44]=[CH:43][CH:42]=2)=[CH:31][CH:30]=1. (3) Given the product [NH2:7][CH2:8][CH2:9][C:10]1[CH:11]=[C:12]([CH:13]=[CH:14][CH:15]=1)[O:16][CH2:17][CH2:18][C:19]1[CH:24]=[CH:23][C:22]([O:25][CH2:26][C:27]2[CH:32]=[CH:31][CH:30]=[CH:29][CH:28]=2)=[C:21]([C@@H:33]([C:43]2[CH:44]=[CH:45][CH:46]=[CH:47][CH:48]=2)[CH2:34][CH2:35][N:36]([CH:37]([CH3:39])[CH3:38])[CH:40]([CH3:42])[CH3:41])[CH:20]=1, predict the reactants needed to synthesize it. The reactants are: C(OC(=O)[NH:7][CH2:8][CH2:9][C:10]1[CH:15]=[CH:14][CH:13]=[C:12]([O:16][CH2:17][CH2:18][C:19]2[CH:24]=[CH:23][C:22]([O:25][CH2:26][C:27]3[CH:32]=[CH:31][CH:30]=[CH:29][CH:28]=3)=[C:21]([C@@H:33]([C:43]3[CH:48]=[CH:47][CH:46]=[CH:45][CH:44]=3)[CH2:34][CH2:35][N:36]([CH:40]([CH3:42])[CH3:41])[CH:37]([CH3:39])[CH3:38])[CH:20]=2)[CH:11]=1)(C)(C)C.Cl. (4) Given the product [I:12][C:15]1[CH:17]=[C:18]([S:21]([C:24]2[CH:29]=[CH:28][CH:27]=[CH:26][CH:25]=2)(=[O:23])=[O:22])[CH:19]=[CH:20][C:14]=1[CH3:13], predict the reactants needed to synthesize it. The reactants are: FC1C=CC(S(C)(=O)=O)=CC=1[I:12].[CH3:13][C:14]1[CH:20]=[CH:19][C:18]([S:21]([C:24]2[CH:29]=[CH:28][CH:27]=[CH:26][CH:25]=2)(=[O:23])=[O:22])=[CH:17][C:15]=1N. (5) Given the product [CH2:1]([O:8][C:9](=[O:10])[NH:11][C@@H:12]([CH:16]1[CH2:21][CH2:20][C:19]([F:23])([F:22])[CH2:18][CH2:17]1)[C:13]([N:71]1[C@H:70]([C:68](=[O:69])[NH:67][C@H:60]2[C:61]3[C:66](=[CH:65][CH:64]=[CH:63][CH:62]=3)[O:57][CH2:58][CH2:59]2)[CH2:75][N:74]2[CH2:76][C@H:77]([O:79][CH2:80][CH3:81])[CH2:78][C@@H:73]2[CH2:72]1)=[O:15])[C:2]1[CH:3]=[CH:4][CH:5]=[CH:6][CH:7]=1, predict the reactants needed to synthesize it. The reactants are: [CH2:1]([O:8][C:9]([NH:11][C@@H:12]([CH:16]1[CH2:21][CH2:20][C:19]([F:23])([F:22])[CH2:18][CH2:17]1)[C:13]([OH:15])=O)=[O:10])[C:2]1[CH:7]=[CH:6][CH:5]=[CH:4][CH:3]=1.ON1C2C=CC=CC=2N=N1.C(N(CC)C(C)C)(C)C.Cl.C(N=C=NCCCN(C)C)C.Cl.Cl.[O:57]1[C:66]2[C:61](=[CH:62][CH:63]=[CH:64][CH:65]=2)[C@H:60]([NH:67][C:68]([C@@H:70]2[CH2:75][N:74]3[CH2:76][C@H:77]([O:79][CH2:80][CH3:81])[CH2:78][C@@H:73]3[CH2:72][NH:71]2)=[O:69])[CH2:59][CH2:58]1. (6) Given the product [CH2:1]([O:3][C:4](=[O:38])[C:5]([O:33][CH2:34][CH2:35][CH2:36][CH3:37])([CH3:32])[CH2:6][C:7]1[CH:8]=[CH:9][C:10]([O:13][CH2:14][CH2:15][CH:16]2[CH2:20][NH:19][C:18](=[O:30])[N:17]2[CH3:31])=[CH:11][CH:12]=1)[CH3:2], predict the reactants needed to synthesize it. The reactants are: [CH2:1]([O:3][C:4](=[O:38])[C:5]([O:33][CH2:34][CH2:35][CH2:36][CH3:37])([CH3:32])[CH2:6][C:7]1[CH:12]=[CH:11][C:10]([O:13][CH2:14][CH2:15][CH:16]2[CH2:20][N:19](CC3C=CC(OC)=CC=3)[C:18](=[O:30])[N:17]2[CH3:31])=[CH:9][CH:8]=1)[CH3:2].C([SiH](CC)CC)C. (7) Given the product [Cl:17][C:18]1[CH:23]=[CH:22][CH:21]=[CH:20][C:19]=1[C@H:24]([O:26][C:32](=[O:41])[NH:29][C:9]1[C:10]([CH3:13])=[N:11][O:12][C:8]=1[C:5]1[CH:4]=[CH:3][C:2]([Br:1])=[CH:7][CH:6]=1)[CH3:25], predict the reactants needed to synthesize it. The reactants are: [Br:1][C:2]1[CH:7]=[CH:6][C:5]([C:8]2[O:12][N:11]=[C:10]([CH3:13])[C:9]=2C(O)=O)=[CH:4][CH:3]=1.[Cl:17][C:18]1[CH:23]=[CH:22][CH:21]=[CH:20][C:19]=1[C@H:24]([OH:26])[CH3:25].C([N:29]([CH2:32]C)CC)C.C1(P(N=[N+]=[N-])(C2C=CC=CC=2)=[O:41])C=CC=CC=1.